From a dataset of NCI-60 drug combinations with 297,098 pairs across 59 cell lines. Regression. Given two drug SMILES strings and cell line genomic features, predict the synergy score measuring deviation from expected non-interaction effect. (1) Drug 1: C1=CN(C=N1)CC(O)(P(=O)(O)O)P(=O)(O)O. Drug 2: CC(C)CN1C=NC2=C1C3=CC=CC=C3N=C2N. Cell line: TK-10. Synergy scores: CSS=4.91, Synergy_ZIP=0.693, Synergy_Bliss=0.320, Synergy_Loewe=1.80, Synergy_HSA=-0.490. (2) Drug 1: C1CCN(CC1)CCOC2=CC=C(C=C2)C(=O)C3=C(SC4=C3C=CC(=C4)O)C5=CC=C(C=C5)O. Drug 2: CN1C2=C(C=C(C=C2)N(CCCl)CCCl)N=C1CCCC(=O)O.Cl. Cell line: MCF7. Synergy scores: CSS=24.1, Synergy_ZIP=-6.35, Synergy_Bliss=-0.498, Synergy_Loewe=1.73, Synergy_HSA=2.32.